From a dataset of Forward reaction prediction with 1.9M reactions from USPTO patents (1976-2016). Predict the product of the given reaction. Given the reactants [C:1]([C:3]1[N:4]=[C:5]([C:29]2[C:34]([F:35])=[CH:33][CH:32]=[CH:31][C:30]=2[F:36])[O:6][C:7]=1[NH:8][C:9]1[CH:14]=[CH:13][C:12]([NH:15][C:16](=[O:28])[CH2:17][CH2:18][N:19]([CH3:27])C(=O)OC(C)(C)C)=[CH:11][CH:10]=1)#[N:2].C(=O)(O)[O-:38].[Na+].[OH-].[Na+], predict the reaction product. The product is: [F:35][C:34]1[CH:33]=[CH:32][CH:31]=[C:30]([F:36])[C:29]=1[C:5]1[O:6][C:7]([NH:8][C:9]2[CH:14]=[CH:13][C:12]([NH:15][C:16](=[O:28])[CH2:17][CH2:18][NH:19][CH3:27])=[CH:11][CH:10]=2)=[C:3]([C:1]([NH2:2])=[O:38])[N:4]=1.